From a dataset of NCI-60 drug combinations with 297,098 pairs across 59 cell lines. Regression. Given two drug SMILES strings and cell line genomic features, predict the synergy score measuring deviation from expected non-interaction effect. (1) Drug 1: CC1=CC=C(C=C1)C2=CC(=NN2C3=CC=C(C=C3)S(=O)(=O)N)C(F)(F)F. Drug 2: CC1=C(C(=O)C2=C(C1=O)N3CC4C(C3(C2COC(=O)N)OC)N4)N. Cell line: MCF7. Synergy scores: CSS=17.5, Synergy_ZIP=2.71, Synergy_Bliss=1.57, Synergy_Loewe=-14.6, Synergy_HSA=-1.17. (2) Drug 1: CC(C1=C(C=CC(=C1Cl)F)Cl)OC2=C(N=CC(=C2)C3=CN(N=C3)C4CCNCC4)N. Drug 2: C1C(C(OC1N2C=NC3=C(N=C(N=C32)Cl)N)CO)O. Cell line: UACC62. Synergy scores: CSS=7.38, Synergy_ZIP=-2.63, Synergy_Bliss=0.00610, Synergy_Loewe=-3.35, Synergy_HSA=0.291. (3) Drug 1: CC12CCC(CC1=CCC3C2CCC4(C3CC=C4C5=CN=CC=C5)C)O. Drug 2: CC1C(C(CC(O1)OC2CC(CC3=C2C(=C4C(=C3O)C(=O)C5=CC=CC=C5C4=O)O)(C(=O)C)O)N)O. Cell line: HOP-92. Synergy scores: CSS=33.2, Synergy_ZIP=-1.29, Synergy_Bliss=-3.80, Synergy_Loewe=-29.8, Synergy_HSA=-2.57. (4) Drug 1: CCC1(CC2CC(C3=C(CCN(C2)C1)C4=CC=CC=C4N3)(C5=C(C=C6C(=C5)C78CCN9C7C(C=CC9)(C(C(C8N6C)(C(=O)OC)O)OC(=O)C)CC)OC)C(=O)OC)O.OS(=O)(=O)O. Drug 2: C1=NC2=C(N1)C(=S)N=CN2. Cell line: UACC-257. Synergy scores: CSS=12.1, Synergy_ZIP=-7.83, Synergy_Bliss=-2.42, Synergy_Loewe=-0.222, Synergy_HSA=-1.07. (5) Drug 1: CC1C(C(=O)NC(C(=O)N2CCCC2C(=O)N(CC(=O)N(C(C(=O)O1)C(C)C)C)C)C(C)C)NC(=O)C3=C4C(=C(C=C3)C)OC5=C(C(=O)C(=C(C5=N4)C(=O)NC6C(OC(=O)C(N(C(=O)CN(C(=O)C7CCCN7C(=O)C(NC6=O)C(C)C)C)C)C(C)C)C)N)C. Drug 2: C(CN)CNCCSP(=O)(O)O. Cell line: BT-549. Synergy scores: CSS=22.2, Synergy_ZIP=-3.24, Synergy_Bliss=1.47, Synergy_Loewe=2.91, Synergy_HSA=2.63.